From a dataset of NCI-60 drug combinations with 297,098 pairs across 59 cell lines. Regression. Given two drug SMILES strings and cell line genomic features, predict the synergy score measuring deviation from expected non-interaction effect. (1) Drug 1: CC1=C(C(CCC1)(C)C)C=CC(=CC=CC(=CC(=O)O)C)C. Drug 2: C1CC(=O)NC(=O)C1N2C(=O)C3=CC=CC=C3C2=O. Cell line: RPMI-8226. Synergy scores: CSS=56.3, Synergy_ZIP=-7.83, Synergy_Bliss=-12.9, Synergy_Loewe=-39.5, Synergy_HSA=-15.0. (2) Drug 1: C1CC(CNC1)C2=CC=C(C=C2)N3C=C4C=CC=C(C4=N3)C(=O)N. Drug 2: CC1CC(C(C(C=C(C(C(C=CC=C(C(=O)NC2=CC(=O)C(=C(C1)C2=O)OC)C)OC)OC(=O)N)C)C)O)OC. Cell line: T-47D. Synergy scores: CSS=15.4, Synergy_ZIP=1.55, Synergy_Bliss=2.55, Synergy_Loewe=3.79, Synergy_HSA=4.72. (3) Drug 1: C1=CC(=CC=C1CCCC(=O)O)N(CCCl)CCCl. Drug 2: C1=CN(C(=O)N=C1N)C2C(C(C(O2)CO)O)O.Cl. Cell line: OVCAR-8. Synergy scores: CSS=39.9, Synergy_ZIP=-9.03, Synergy_Bliss=-9.51, Synergy_Loewe=-20.7, Synergy_HSA=-4.14. (4) Drug 1: CCC1=C2CN3C(=CC4=C(C3=O)COC(=O)C4(CC)O)C2=NC5=C1C=C(C=C5)O. Drug 2: CN1C2=C(C=C(C=C2)N(CCCl)CCCl)N=C1CCCC(=O)O.Cl. Cell line: A498. Synergy scores: CSS=12.7, Synergy_ZIP=-5.51, Synergy_Bliss=-3.23, Synergy_Loewe=-91.1, Synergy_HSA=-4.98.